This data is from Full USPTO retrosynthesis dataset with 1.9M reactions from patents (1976-2016). The task is: Predict the reactants needed to synthesize the given product. (1) The reactants are: [O:1]=[C:2]([C:9]1[CH:14]=[C:13]([F:15])[C:12]([F:16])=[C:11]([O:17][CH3:18])[C:10]=1[F:19])[CH2:3][C:4]([O:6][CH2:7][CH3:8])=[O:5].[C:20](OC(=O)C)(=O)C.[F:27][C:28]([F:32])([F:31])[CH2:29][NH2:30]. Given the product [F:27][C:28]([F:32])([F:31])[CH2:29][NH:30][CH:20]=[C:3]([C:2](=[O:1])[C:9]1[CH:14]=[C:13]([F:15])[C:12]([F:16])=[C:11]([O:17][CH3:18])[C:10]=1[F:19])[C:4]([O:6][CH2:7][CH3:8])=[O:5], predict the reactants needed to synthesize it. (2) Given the product [CH3:1][N:2]([CH3:26])[CH2:3][CH2:4][N:5]([CH3:25])[C:6]1[S:7][C:8]2[CH:14]=[C:13]([NH:15][C:16]([C:17]3[CH:22]=[CH:21][C:20]([C:29]4[CH:30]=[CH:31][C:32]([C:34]([F:37])([F:36])[F:35])=[CH:33][C:28]=4[Cl:27])=[CH:19][CH:18]=3)=[O:24])[CH:12]=[CH:11][C:9]=2[N:10]=1, predict the reactants needed to synthesize it. The reactants are: [CH3:1][N:2]([CH3:26])[CH2:3][CH2:4][N:5]([CH3:25])[C:6]1[S:7][C:8]2[CH:14]=[C:13]([NH:15][C:16](=[O:24])[C:17]3[CH:22]=[CH:21][C:20](I)=[CH:19][CH:18]=3)[CH:12]=[CH:11][C:9]=2[N:10]=1.[Cl:27][C:28]1[CH:33]=[C:32]([C:34]([F:37])([F:36])[F:35])[CH:31]=[CH:30][C:29]=1B(O)O. (3) Given the product [Br:1][C:2]1[C:3]2[C:4]([S:21][C:22]3[CH:23]=[CH:24][C:25]([Cl:28])=[CH:26][CH:27]=3)=[C:5]3[CH:15]([CH2:16][C:17]([O:19][CH3:20])=[O:18])[CH2:14][CH2:13][N:6]3[C:7]=2[CH:8]=[C:9]([C:11]2[N:29]=[N:30][NH:31][N:12]=2)[CH:10]=1, predict the reactants needed to synthesize it. The reactants are: [Br:1][C:2]1[C:3]2[C:4]([S:21][C:22]3[CH:27]=[CH:26][C:25]([Cl:28])=[CH:24][CH:23]=3)=[C:5]3[CH:15]([CH2:16][C:17]([O:19][CH3:20])=[O:18])[CH2:14][CH2:13][N:6]3[C:7]=2[CH:8]=[C:9]([C:11]#[N:12])[CH:10]=1.[N:29]([Sn](CCCC)(CCCC)CCCC)=[N+:30]=[N-:31].CC(O)=O. (4) Given the product [CH3:10][C:11]1[CH2:16][CH2:15][CH2:14][C:13]([CH3:17])([CH3:18])[C:12]=1/[CH:19]=[CH:20]/[C:21](/[CH3:31])=[CH:22]/[CH:23]=[CH:24]/[C:25](/[CH3:30])=[CH:26]/[C:27]([OH:29])=[O:28].[C:4]([O-:7])([O-:6])=[O:5].[Ca+2:2], predict the reactants needed to synthesize it. The reactants are: [Cl-].[Ca+2:2].[Cl-].[C:4](=[O:7])([O-:6])[O-:5].[Na+].[Na+].[CH3:10][C:11]1[CH2:16][CH2:15][CH2:14][C:13]([CH3:18])([CH3:17])[C:12]=1/[CH:19]=[CH:20]/[C:21](/[CH3:31])=[CH:22]/[CH:23]=[CH:24]/[C:25](/[CH3:30])=[CH:26]/[C:27]([OH:29])=[O:28]. (5) Given the product [NH2:6][C:5]1[C:16]([C:17]([O:19][CH2:2][CH3:3])=[O:18])=[N:14][NH:15][C:7]=1[C:8]1[CH:9]=[N:10][CH:11]=[CH:12][CH:13]=1, predict the reactants needed to synthesize it. The reactants are: [O-][CH2:2][CH3:3].[Na+].[C:5]([CH2:7][C:8]1[CH:9]=[N:10][CH:11]=[CH:12][CH:13]=1)#[N:6].[N+:14](=[CH:16][C:17]([OH:19])=[O:18])=[N-:15].C(=O)=O. (6) Given the product [CH2:1]([C:8]1[CH:13]=[CH:12][C:11]([NH:14][C:15]2[C:24]3[C:19](=[CH:20][CH:21]=[C:22]([Cl:25])[CH:23]=3)[N:18]=[CH:17][C:16]=2[CH:26]=[O:27])=[CH:10][CH:9]=1)[C:2]1[CH:7]=[CH:6][CH:5]=[CH:4][CH:3]=1, predict the reactants needed to synthesize it. The reactants are: [CH2:1]([C:8]1[CH:13]=[CH:12][C:11]([NH:14][C:15]2[C:24]3[C:19](=[CH:20][CH:21]=[C:22]([Cl:25])[CH:23]=3)[N:18]=[CH:17][C:16]=2[CH2:26][OH:27])=[CH:10][CH:9]=1)[C:2]1[CH:7]=[CH:6][CH:5]=[CH:4][CH:3]=1.C[N+]1([O-])CCOCC1. (7) Given the product [Br:1][C:2]1[CH:3]=[CH:4][C:5]([C:8]2([O:13][CH2:14][C:15]([O:17][CH3:20])=[O:16])[CH2:9][CH2:10][CH2:11][CH2:12]2)=[CH:6][CH:7]=1, predict the reactants needed to synthesize it. The reactants are: [Br:1][C:2]1[CH:7]=[CH:6][C:5]([C:8]2([O:13][CH2:14][C:15]([OH:17])=[O:16])[CH2:12][CH2:11][CH2:10][CH2:9]2)=[CH:4][CH:3]=1.IC.[C:20](=O)([O-])[O-].[K+].[K+]. (8) Given the product [CH:11]1[CH:12]=[CH:13][C:8]([NH:14][C:15]([NH:17][C:18]2[CH:23]=[CH:22][C:21]([S:24]([NH:27][C:28]3[CH:33]=[CH:32][CH:31]=[CH:30][CH:29]=3)(=[O:26])=[O:25])=[CH:20][CH:19]=2)=[S:16])=[CH:9][CH:10]=1, predict the reactants needed to synthesize it. The reactants are: C(N(CC)CC)C.[C:8]1([N:14]=[C:15]=[S:16])[CH:13]=[CH:12][CH:11]=[CH:10][CH:9]=1.[NH2:17][C:18]1[CH:23]=[CH:22][C:21]([S:24]([NH:27][C:28]2[CH:33]=[CH:32][CH:31]=[CH:30][CH:29]=2)(=[O:26])=[O:25])=[CH:20][CH:19]=1.